From a dataset of Reaction yield outcomes from USPTO patents with 853,638 reactions. Predict the reaction yield, written as a fraction of the theoretical maximum amount of product (1.0 means a 100% yield; for example, 0.34 means a 34% yield). (1) The reactants are [H-].[H-].[H-].[H-].[Li+].[Al+3].[N+:7]([C:10]1[CH:11]=[C:12]2[C:16](=[CH:17][CH:18]=1)[NH:15][C:14]([CH:19]([CH3:25])[C:20](OCC)=[O:21])=[CH:13]2)([O-:9])=[O:8].O.[OH-].[Na+]. The catalyst is C1COCC1. The product is [N+:7]([C:10]1[CH:11]=[C:12]2[C:16](=[CH:17][CH:18]=1)[NH:15][C:14]([CH:19]([CH3:25])[CH2:20][OH:21])=[CH:13]2)([O-:9])=[O:8]. The yield is 0.810. (2) The reactants are O[CH:2]1[C:6]2[C:7]([CH3:21])=[C:8]([NH:13][C:14](=[O:20])[CH2:15][C:16]([CH3:19])([CH3:18])[CH3:17])[C:9]([CH3:12])=[C:10]([CH3:11])[C:5]=2[O:4][C:3]1([CH3:23])[CH3:22].C(N(CC)CC)C.CS(Cl)(=O)=O.[NH:36]1[CH2:41][CH2:40][CH2:39][CH2:38][CH2:37]1. The catalyst is ClCCl.O. The product is [CH3:19][C:16]([CH3:17])([CH3:18])[CH2:15][C:14]([NH:13][C:8]1[C:9]([CH3:12])=[C:10]([CH3:11])[C:5]2[O:4][C:3]([CH3:22])([CH3:23])[CH:2]([N:36]3[CH2:41][CH2:40][CH2:39][CH2:38][CH2:37]3)[C:6]=2[C:7]=1[CH3:21])=[O:20]. The yield is 0.500.